Dataset: Reaction yield outcomes from USPTO patents with 853,638 reactions. Task: Predict the reaction yield, written as a fraction of the theoretical maximum amount of product (1.0 means a 100% yield; for example, 0.34 means a 34% yield). (1) The reactants are [Cl:1][C:2]1[CH:3]=[C:4](B(O)O)[CH:5]=[CH:6][C:7]=1[Cl:8].C1(P(C2C=CC=CC=2)C2C=CC=CC=2)C=CC=CC=1.C(=O)([O-])[O-].[Na+].[Na+].[OH:37][C@H:38]([C:60]1[CH:61]=[N:62][CH:63]=[CH:64][CH:65]=1)[CH2:39][N:40]([CH2:48][C@H:49]1[CH2:58][CH2:57][C:56]2[C:51](=[CH:52][CH:53]=[C:54](I)[CH:55]=2)[O:50]1)C(=O)OC(C)(C)C. The catalyst is C1(C)C=CC=CC=1.ClCCl.C([O-])(=O)C.[Pd+2].C([O-])(=O)C. The yield is 0.200. The product is [Cl:1][C:2]1[CH:3]=[C:4]([C:54]2[CH:55]=[C:56]3[C:51](=[CH:52][CH:53]=2)[O:50][C@@H:49]([CH2:48][NH:40][CH2:39][C@@H:38]([C:60]2[CH:61]=[N:62][CH:63]=[CH:64][CH:65]=2)[OH:37])[CH2:58][CH2:57]3)[CH:5]=[CH:6][C:7]=1[Cl:8]. (2) The catalyst is CN(C=O)C. The reactants are [CH:1]1[C:10]2[C:5](=[CH:6][C:7]([C:11]3[CH:15]=[C:14]([NH2:16])[O:13][N:12]=3)=[CH:8][CH:9]=2)[CH:4]=[CH:3][N:2]=1.[Li+].C[Si]([N-][Si](C)(C)C)(C)C.[C:27](O[C:27]([O:28][CH2:29][CH:30]=[CH2:31])=[O:32])(=[O:32])[O:28][CH2:29][CH:30]=[CH2:31]. The yield is 0.600. The product is [CH:1]1[C:10]2[C:5](=[CH:6][C:7]([C:11]3[CH:15]=[C:14]([NH:16][C:27](=[O:32])[O:28][CH2:29][CH:30]=[CH2:31])[O:13][N:12]=3)=[CH:8][CH:9]=2)[CH:4]=[CH:3][N:2]=1. (3) The reactants are [Cl:1][C:2]1[CH:7]=[CH:6][C:5]([C:8]2[N:12]([C:13]3[CH:18]=[CH:17][C:16]([S:19]([NH2:22])(=[O:21])=[O:20])=[CH:15][CH:14]=3)[N:11]=[C:10]([CH2:23]O)[CH:9]=2)=[CH:4][CH:3]=1.[Cl-:25].[Cl-].[Li+].C(N(CC)CC)C. The catalyst is O1CCCC1.C(OCC)(=O)C. The product is [Cl:1][C:2]1[CH:7]=[CH:6][C:5]([C:8]2[N:12]([C:13]3[CH:18]=[CH:17][C:16]([S:19]([NH2:22])(=[O:21])=[O:20])=[CH:15][CH:14]=3)[N:11]=[C:10]([CH2:23][Cl:25])[CH:9]=2)=[CH:4][CH:3]=1. The yield is 0.800. (4) The reactants are CN(C(ON1N=NC2C=CC=NC1=2)=[N+](C)C)C.F[P-](F)(F)(F)(F)F.[Si:25]([O:32][CH2:33][C@H:34]([CH3:56])[O:35][C:36]1[CH:37]=[C:38]([CH:42]=[C:43]([O:45][C:46]2[CH:51]=[CH:50][C:49]([S:52]([CH3:55])(=[O:54])=[O:53])=[CH:48][CH:47]=2)[CH:44]=1)[C:39]([OH:41])=O)([C:28]([CH3:31])([CH3:30])[CH3:29])([CH3:27])[CH3:26].CCN(C(C)C)C(C)C.[CH3:66][O:67][CH2:68][C:69]1[N:70]=[C:71]([NH2:74])[S:72][CH:73]=1. The catalyst is CN(C=O)C. The product is [Si:25]([O:32][CH2:33][C@H:34]([CH3:56])[O:35][C:36]1[CH:37]=[C:38]([CH:42]=[C:43]([O:45][C:46]2[CH:47]=[CH:48][C:49]([S:52]([CH3:55])(=[O:53])=[O:54])=[CH:50][CH:51]=2)[CH:44]=1)[C:39]([NH:74][C:71]1[S:72][CH:73]=[C:69]([CH2:68][O:67][CH3:66])[N:70]=1)=[O:41])([C:28]([CH3:29])([CH3:31])[CH3:30])([CH3:26])[CH3:27]. The yield is 0.560. (5) The reactants are [I:1][C:2]1[CH:7]=[CH:6][CH:5]=[CH:4][C:3]=1[OH:8].[H-].[Na+].[CH2:11](Br)[CH:12]=[CH:13][CH3:14]. The catalyst is CN(C=O)C. The product is [CH2:11]([O:8][C:3]1[CH:4]=[CH:5][CH:6]=[CH:7][C:2]=1[I:1])[CH:12]=[CH:13][CH3:14]. The yield is 0.990.